From a dataset of Peptide-MHC class II binding affinity with 134,281 pairs from IEDB. Regression. Given a peptide amino acid sequence and an MHC pseudo amino acid sequence, predict their binding affinity value. This is MHC class II binding data. (1) The peptide sequence is LGGLWTAVSPHLSPL. The MHC is DRB1_1201 with pseudo-sequence DRB1_1201. The binding affinity (normalized) is 0.182. (2) The peptide sequence is EYGNLSLSGIAQSASD. The MHC is DRB1_0901 with pseudo-sequence DRB1_0901. The binding affinity (normalized) is 0.719. (3) The peptide sequence is AELMILIATNLLGQN. The MHC is DRB1_1602 with pseudo-sequence DRB1_1602. The binding affinity (normalized) is 0.181. (4) The peptide sequence is MHVSFVMAYPEMLAA. The MHC is HLA-DQA10301-DQB10302 with pseudo-sequence HLA-DQA10301-DQB10302. The binding affinity (normalized) is 0.519. (5) The peptide sequence is VRSGGHDYEGLSYRS. The MHC is HLA-DQA10104-DQB10503 with pseudo-sequence HLA-DQA10104-DQB10503. The binding affinity (normalized) is 0.206. (6) The peptide sequence is MAISGDDCVVKPIDDRF. The MHC is DRB1_1501 with pseudo-sequence DRB1_1501. The binding affinity (normalized) is 0.186. (7) The peptide sequence is DTFRKLFRDYSNFLR. The MHC is DRB1_1101 with pseudo-sequence DRB1_1101. The binding affinity (normalized) is 0.692. (8) The peptide sequence is KDKWIALKESWGAIW. The MHC is HLA-DQA10104-DQB10503 with pseudo-sequence HLA-DQA10104-DQB10503. The binding affinity (normalized) is 0.210. (9) The peptide sequence is NIQIRLPWYSYLYAV. The MHC is HLA-DQA10301-DQB10302 with pseudo-sequence HLA-DQA10301-DQB10302. The binding affinity (normalized) is 0.0846. (10) The peptide sequence is NISGYNYSLSAAVKA. The MHC is DRB1_0802 with pseudo-sequence DRB1_0802. The binding affinity (normalized) is 0.266.